This data is from Catalyst prediction with 721,799 reactions and 888 catalyst types from USPTO. The task is: Predict which catalyst facilitates the given reaction. (1) Reactant: C(CO)#C.[CH3:5][O:6][C:7](=[O:16])[C:8]1[C:9](=[CH:11][CH:12]=[C:13]([I:15])[CH:14]=1)[OH:10].[CH:17]1[CH:22]=CC(P([C:17]2[CH:22]=CC=[CH:19][CH:18]=2)[C:17]2[CH:22]=CC=[CH:19][CH:18]=2)=[CH:19][CH:18]=1.N(C(OC(C)C)=O)=NC(OC(C)C)=O. Product: [CH3:5][O:6][C:7](=[O:16])[C:8]1[CH:14]=[C:13]([I:15])[CH:12]=[CH:11][C:9]=1[O:10][CH:18]([CH3:19])[C:17]#[CH:22]. The catalyst class is: 11. (2) Reactant: [Br:1][C:2]1[CH:3]=[C:4]([N:22]([C@H:25]2[CH2:30][CH2:29][C@H:28]([N:31]([CH3:33])[CH3:32])[CH2:27][CH2:26]2)[CH2:23][CH3:24])[C:5]([CH3:21])=[C:6]([CH:20]=1)[C:7]([NH:9][CH2:10][C:11]1[C:12]([CH3:19])=[N:13][N:14]([CH3:18])[C:15]=1[O:16]C)=[O:8]. Product: [Br:1][C:2]1[CH:3]=[C:4]([N:22]([C@H:25]2[CH2:26][CH2:27][C@H:28]([N:31]([CH3:32])[CH3:33])[CH2:29][CH2:30]2)[CH2:23][CH3:24])[C:5]([CH3:21])=[C:6]([CH:20]=1)[C:7]([NH:9][CH2:10][C:11]1[C:15](=[O:16])[N:14]([CH3:18])[NH:13][C:12]=1[CH3:19])=[O:8]. The catalyst class is: 33. (3) Reactant: [H-].[Na+].C(O[C:6](=[O:14])/[CH:7]=[C:8](\[NH2:13])/[C:9]([F:12])([F:11])[F:10])C.[Cl:15][C:16]1[CH:21]=[CH:20][C:19]([N:22]=[C:23]=[O:24])=[C:18]([N+:25]([O-:27])=[O:26])[CH:17]=1. Product: [Cl:15][C:16]1[CH:21]=[CH:20][C:19]([N:22]2[C:6](=[O:14])[CH:7]=[C:8]([C:9]([F:10])([F:11])[F:12])[NH:13][C:23]2=[O:24])=[C:18]([N+:25]([O-:27])=[O:26])[CH:17]=1. The catalyst class is: 885. (4) Reactant: N(C(OC(C)(C)C)=O)=NC(OC(C)(C)C)=O.C1(P(C2C=CC=CC=2)C2C=CC=CC=2)C=CC=CC=1.[Cl:36][C:37]1[CH:42]=[CH:41][C:40]([CH2:43][C:44]2[C:53]3[C:48](=[CH:49][CH:50]=[CH:51][CH:52]=3)[C:47](=[O:54])[NH:46][N:45]=2)=[CH:39][CH:38]=1.[C:55]([O:59][C:60]([N:62]1[CH2:68][CH2:67][CH2:66][C@@H:63]1[CH2:64]O)=[O:61])([CH3:58])([CH3:57])[CH3:56]. Product: [Cl:36][C:37]1[CH:38]=[CH:39][C:40]([CH2:43][C:44]2[C:53]3[C:48](=[CH:49][CH:50]=[CH:51][CH:52]=3)[C:47](=[O:54])[N:46]([CH2:64][C@@H:63]3[CH2:66][CH2:67][CH2:68][N:62]3[C:60]([O:59][C:55]([CH3:56])([CH3:58])[CH3:57])=[O:61])[N:45]=2)=[CH:41][CH:42]=1. The catalyst class is: 1. (5) Reactant: Cl[C:2]1[C:11]([CH3:12])=[C:10]([Cl:13])[C:9]2[C:4](=[CH:5][C:6]([F:14])=[CH:7][CH:8]=2)[N:3]=1.[CH3:15][C:16]1([CH3:22])[CH2:20][NH:19][C:18](=[O:21])[CH2:17]1.C(=O)([O-])[O-].[Cs+].[Cs+].CC1(C)C2C(=C(P(C3C=CC=CC=3)C3C=CC=CC=3)C=CC=2)OC2C(P(C3C=CC=CC=3)C3C=CC=CC=3)=CC=CC1=2. Product: [Cl:13][C:10]1[C:9]2[C:4](=[CH:5][C:6]([F:14])=[CH:7][CH:8]=2)[N:3]=[C:2]([N:19]2[CH2:20][C:16]([CH3:22])([CH3:15])[CH2:17][C:18]2=[O:21])[C:11]=1[CH3:12]. The catalyst class is: 102. (6) Reactant: [CH:1]1([CH2:6][C@H:7]([CH2:11][C:12]([O:14][C:15]([CH3:18])([CH3:17])[CH3:16])=[O:13])[C:8](O)=[O:9])[CH2:5][CH2:4][CH2:3][CH2:2]1.N1C=CC=CC=1.[F:25]C1N=C(F)N=C(F)N=1. Product: [CH:1]1([CH2:6][C@@H:7]([C:8]([F:25])=[O:9])[CH2:11][C:12]([O:14][C:15]([CH3:18])([CH3:17])[CH3:16])=[O:13])[CH2:5][CH2:4][CH2:3][CH2:2]1. The catalyst class is: 2. (7) Reactant: [CH:1]1[CH:2]=[CH:3][N:4]2[CH2:10][C:9]3[CH:11]=[CH:12][CH:13]=[CH:14][C:8]=3[NH:7][CH2:6][C:5]=12.C(N(CC)C(C)C)(C)C.Cl[C:25]([O:27][CH2:28][CH:29]1[C:41]2[CH:40]=[CH:39][CH:38]=[CH:37][C:36]=2[C:35]2[C:30]1=[CH:31][CH:32]=[CH:33][CH:34]=2)=[O:26]. Product: [CH:40]1[C:41]2[CH:29]([CH2:28][O:27][C:25]([N:7]3[C:8]4[CH:14]=[CH:13][CH:12]=[CH:11][C:9]=4[CH2:10][N:4]4[CH:3]=[CH:2][CH:1]=[C:5]4[CH2:6]3)=[O:26])[C:30]3[C:35](=[CH:34][CH:33]=[CH:32][CH:31]=3)[C:36]=2[CH:37]=[CH:38][CH:39]=1. The catalyst class is: 268.